From a dataset of Forward reaction prediction with 1.9M reactions from USPTO patents (1976-2016). Predict the product of the given reaction. (1) Given the reactants [Cl:1][C:2]1[CH:3]=[C:4]2[C:10]([C:11]3[N:16]=[C:15]([NH:17][C@H:18]4[CH2:23][CH2:22][CH2:21][C@@H:20]([O:24][CH3:25])[C@@H:19]4[OH:26])[C:14]([F:27])=[CH:13][N:12]=3)=[CH:9][N:8](S(C3C=CC(C)=CC=3)(=O)=O)[C:5]2=[N:6][CH:7]=1.[Li+].[OH-].Cl.C([O-])(O)=O.[Na+], predict the reaction product. The product is: [Cl:1][C:2]1[CH:3]=[C:4]2[C:10]([C:11]3[N:16]=[C:15]([NH:17][C@H:18]4[CH2:23][CH2:22][CH2:21][C@@H:20]([O:24][CH3:25])[C@@H:19]4[OH:26])[C:14]([F:27])=[CH:13][N:12]=3)=[CH:9][NH:8][C:5]2=[N:6][CH:7]=1. (2) The product is: [Cl:41][C:20]1[C:21]([C:23]2[C:31]3[C:26](=[CH:27][CH:28]=[CH:29][CH:30]=3)[N:25]([S:32]([C:35]3[CH:36]=[CH:37][CH:38]=[CH:39][CH:40]=3)(=[O:33])=[O:34])[CH:24]=2)=[N:22][C:17]([NH:16][CH:12]2[CH2:13][CH2:14][CH2:15][N:10]([C:8]([C:5]3[CH:4]=[CH:3][C:2]([NH:1][C:55](=[O:56])/[CH:54]=[CH:50]/[CH2:48][N:44]([CH3:43])[CH3:45])=[CH:7][CH:6]=3)=[O:9])[CH2:11]2)=[N:18][CH:19]=1. Given the reactants [NH2:1][C:2]1[CH:7]=[CH:6][C:5]([C:8]([N:10]2[CH2:15][CH2:14][CH2:13][CH:12]([NH:16][C:17]3[N:22]=[C:21]([C:23]4[C:31]5[C:26](=[CH:27][CH:28]=[CH:29][CH:30]=5)[N:25]([S:32]([C:35]5[CH:40]=[CH:39][CH:38]=[CH:37][CH:36]=5)(=[O:34])=[O:33])[CH:24]=4)[C:20]([Cl:41])=[CH:19][N:18]=3)[CH2:11]2)=[O:9])=[CH:4][CH:3]=1.C[CH2:43][N:44]([CH:48]([CH3:50])C)[CH:45](C)C.BrC/C=[CH:54]/[C:55](Cl)=[O:56].C(Cl)Cl.CNC.C1COCC1, predict the reaction product.